From a dataset of Forward reaction prediction with 1.9M reactions from USPTO patents (1976-2016). Predict the product of the given reaction. (1) The product is: [CH3:10][N:9]([CH2:11][CH:12]([C:14]1[CH:19]=[CH:18][CH:17]=[CH:16][CH:15]=1)[OH:13])[CH2:8][C:5]1[CH:6]=[CH:7][C:2]([C:39]2[CH:44]=[CH:43][CH:42]=[CH:41][C:40]=2[N+:45]([O-:47])=[O:46])=[CH:3][CH:4]=1. Given the reactants Br[C:2]1[CH:7]=[CH:6][C:5]([CH2:8][N:9]([CH2:11][CH:12]([C:14]2[CH:19]=[CH:18][CH:17]=[CH:16][CH:15]=2)[OH:13])[CH3:10])=[CH:4][CH:3]=1.B1(B2OC(C)(C)C(C)(C)O2)OC(C)(C)C(C)(C)O1.Br[C:39]1[CH:44]=[CH:43][CH:42]=[CH:41][C:40]=1[N+:45]([O-:47])=[O:46], predict the reaction product. (2) Given the reactants [Si:1]([O:8][C@H:9]1[CH2:13][NH:12][C:11](=[O:14])[CH2:10]1)([C:4]([CH3:7])([CH3:6])[CH3:5])([CH3:3])[CH3:2].[O:15](C(OC(C)(C)C)=O)[C:16]([O:18][C:19]([CH3:22])([CH3:21])[CH3:20])=O, predict the reaction product. The product is: [Si:1]([O:8][C@H:9]1[CH2:13][N:12]([C:16]([O:18][C:19]([CH3:22])([CH3:21])[CH3:20])=[O:15])[C:11](=[O:14])[CH2:10]1)([C:4]([CH3:7])([CH3:6])[CH3:5])([CH3:3])[CH3:2]. (3) Given the reactants [CH:1]1([C:4]2[CH:5]=[CH:6][C:7](=[O:26])[N:8]([CH2:11][CH2:12][C:13]3[CH:25]=[CH:24][C:16]([C:17]([O:19][C:20]([CH3:23])([CH3:22])[CH3:21])=[O:18])=[CH:15][CH:14]=3)[C:9]=2[CH3:10])[CH2:3][CH2:2]1.[Cl:27]N1C(=O)N(Cl)C(=O)N(Cl)C1=O.O.C(OCC)(=O)C, predict the reaction product. The product is: [Cl:27][C:6]1[C:7](=[O:26])[N:8]([CH2:11][CH2:12][C:13]2[CH:14]=[CH:15][C:16]([C:17]([O:19][C:20]([CH3:22])([CH3:21])[CH3:23])=[O:18])=[CH:24][CH:25]=2)[C:9]([CH3:10])=[C:4]([CH:1]2[CH2:2][CH2:3]2)[CH:5]=1. (4) Given the reactants [C:1]1([NH:7][C@@H:8]([CH3:12])[CH2:9][C:10]#[N:11])[CH:6]=[CH:5][CH:4]=[CH:3][CH:2]=1.C1C(=O)N([Br:20])C(=O)C1, predict the reaction product. The product is: [Br:20][C:4]1[CH:5]=[CH:6][C:1]([NH:7][C@@H:8]([CH3:12])[CH2:9][C:10]#[N:11])=[CH:2][CH:3]=1. (5) The product is: [CH3:46][C:47]([Si:50]([CH3:63])([CH3:62])[O:51][CH2:52][C:53]1[CH:54]=[C:55]([C:27]2[CH:32]=[C:31]([CH3:33])[CH:30]=[C:29]([CH2:34][N:35]3[C:43](=[O:44])[C:42]4[C:37](=[CH:38][CH:39]=[CH:40][CH:41]=4)[C:36]3=[O:45])[CH:28]=2)[CH:56]=[CH:57][CH:58]=1)([CH3:49])[CH3:48]. Given the reactants C1C=CC(P(C2C=CC=CC=2)C2C=CC=CC=2)=CC=1.C([O-])([O-])=O.[K+].[K+].Br[C:27]1[CH:28]=[C:29]([CH2:34][N:35]2[C:43](=[O:44])[C:42]3[C:37](=[CH:38][CH:39]=[CH:40][CH:41]=3)[C:36]2=[O:45])[CH:30]=[C:31]([CH3:33])[CH:32]=1.[CH3:46][C:47]([Si:50]([CH3:63])([CH3:62])[O:51][CH2:52][C:53]1[CH:54]=[C:55](B(O)O)[CH:56]=[CH:57][CH:58]=1)([CH3:49])[CH3:48], predict the reaction product. (6) The product is: [CH3:1][O:2][C:3]([C:5]1[NH:6][C:7](=[S:17])[NH:8][C:9]=1[C:10]1[CH:15]=[CH:14][C:13]([F:16])=[CH:12][CH:11]=1)=[O:4]. Given the reactants [CH3:1][O:2][C:3]([C:5]1[N:6]=[C:7]([S:17](C)(=O)=O)[NH:8][C:9]=1[C:10]1[CH:15]=[CH:14][C:13]([F:16])=[CH:12][CH:11]=1)=[O:4].[Li+].[OH-], predict the reaction product. (7) Given the reactants [Br:1][CH2:2][CH2:3][CH2:4][CH2:5][CH2:6][C:7]([OH:9])=[O:8].OS(O)(=O)=O.[CH3:15]O, predict the reaction product. The product is: [Br:1][CH2:2][CH2:3][CH2:4][CH2:5][CH2:6][C:7]([O:9][CH3:15])=[O:8]. (8) Given the reactants [F:1][C:2]1[CH:3]=[CH:4][C:5]([N+:9]([O-:11])=[O:10])=[C:6]([CH:8]=1)[NH2:7].[H-].[Na+].CS(O[CH2:19][CH2:20][CH2:21][CH2:22][O:23][CH3:24])(=O)=O, predict the reaction product. The product is: [F:1][C:2]1[CH:3]=[CH:4][C:5]([N+:9]([O-:11])=[O:10])=[C:6]([CH:8]=1)[NH:7][CH2:19][CH2:20][CH2:21][CH2:22][O:23][CH3:24]. (9) The product is: [CH3:18][S:19]([CH2:22][C:23]1[CH:32]=[CH:31][C:26]([CH2:27][OH:28])=[CH:25][CH:24]=1)(=[O:20])=[O:21]. Given the reactants [H-].C([Al+]CC(C)C)C(C)C.C1(C)C=CC=CC=1.[CH3:18][S:19]([CH2:22][C:23]1[CH:32]=[CH:31][C:26]([C:27](OC)=[O:28])=[CH:25][CH:24]=1)(=[O:21])=[O:20].C(C(C(C([O-])=O)O)O)([O-])=O.[K+].[Na+], predict the reaction product.